Predict the reactants needed to synthesize the given product. From a dataset of Full USPTO retrosynthesis dataset with 1.9M reactions from patents (1976-2016). (1) Given the product [O:21]=[C:4]1[CH:5]=[C:6]([CH:8]2[CH2:9][CH2:10][N:11]([C:14]([O:16][C:17]([CH3:18])([CH3:19])[CH3:20])=[O:15])[CH2:12][CH2:13]2)[N:28]2[N:29]=[C:30]3[C:26]([C:25]([O:24][C:23]([F:35])([F:22])[F:36])=[CH:33][CH:32]=[CH:31]3)=[C:27]2[NH:34]1, predict the reactants needed to synthesize it. The reactants are: C(O[C:4](=[O:21])[CH2:5][C:6]([CH:8]1[CH2:13][CH2:12][N:11]([C:14]([O:16][C:17]([CH3:20])([CH3:19])[CH3:18])=[O:15])[CH2:10][CH2:9]1)=O)C.[F:22][C:23]([F:36])([F:35])[O:24][C:25]1[CH:33]=[CH:32][CH:31]=[C:30]2[C:26]=1[C:27]([NH2:34])=[N:28][NH:29]2.P([O-])([O-])([O-])=O.[K+].[K+].[K+].Cl. (2) Given the product [OH:21][OH:22].[NH3:1].[O:16]=[C:2]([CH2:3][CH2:4][C:5]([O-:7])=[O:6])[C:8]([O-:10])=[O:9], predict the reactants needed to synthesize it. The reactants are: [NH2:1][C@@H:2]([C:8]([O-:10])=[O:9])[CH2:3][CH2:4][C:5]([O-:7])=[O:6].N[C@@H](C(O)=O)CCC(O)=[O:16].[O:21]=[O:22]. (3) Given the product [CH2:12]([O:1][C:2]1[CH:9]=[CH:8][CH:7]=[C:6]([O:10][CH3:11])[C:3]=1[CH:4]=[O:5])[C:13]1[CH:18]=[CH:17][CH:16]=[CH:15][CH:14]=1, predict the reactants needed to synthesize it. The reactants are: [OH:1][C:2]1[CH:9]=[CH:8][CH:7]=[C:6]([O:10][CH3:11])[C:3]=1[CH:4]=[O:5].[CH2:12](Br)[C:13]1[CH:18]=[CH:17][CH:16]=[CH:15][CH:14]=1.C([O-])([O-])=O.[K+].[K+]. (4) Given the product [F:9][CH2:8][C:4]1[N:3]=[C:2]([C:13]#[C:12][CH2:11][CH2:10][N:14]2[N:18]=[C:17]3[CH:19]=[CH:20][CH:21]=[C:22]([N+:23]([O-:25])=[O:24])[C:16]3=[N:15]2)[CH:7]=[CH:6][CH:5]=1, predict the reactants needed to synthesize it. The reactants are: Br[C:2]1[CH:7]=[CH:6][CH:5]=[C:4]([CH2:8][F:9])[N:3]=1.[CH2:10]([N:14]1[N:18]=[C:17]2[CH:19]=[CH:20][CH:21]=[C:22]([N+:23]([O-:25])=[O:24])[C:16]2=[N:15]1)[CH2:11][C:12]#[CH:13]. (5) Given the product [CH:28]1([C:32]2[O:26][N:25]=[C:24]([N:21]3[CH2:22][CH2:23][CH:18]([N:4]([CH:1]4[CH2:3][CH2:2]4)[C:5](=[O:17])[C:6]4[CH:11]=[CH:10][C:9]([C:12]5[O:16][CH:15]=[N:14][CH:13]=5)=[CH:8][CH:7]=4)[CH2:19][CH2:20]3)[N:27]=2)[CH2:31][CH2:30][CH2:29]1, predict the reactants needed to synthesize it. The reactants are: [CH:1]1([N:4]([CH:18]2[CH2:23][CH2:22][N:21]([C:24](=[NH:27])[NH:25][OH:26])[CH2:20][CH2:19]2)[C:5](=[O:17])[C:6]2[CH:11]=[CH:10][C:9]([C:12]3[O:16][CH:15]=[N:14][CH:13]=3)=[CH:8][CH:7]=2)[CH2:3][CH2:2]1.[CH:28]1([C:32](Cl)=O)[CH2:31][CH2:30][CH2:29]1. (6) The reactants are: [Cl:1][C:2]1[C:10]([C:11]#[N:12])=[CH:9][CH:8]=[C:7]2[C:3]=1[CH:4]=[C:5]([CH2:19][CH2:20][CH3:21])[N:6]2[CH2:13]/[C:14](=[N:17]/[H])/[NH:15][OH:16].[CH3:22][C:23]1[C:27]([C:28](O)=O)=[C:26]([C:31]([F:34])([F:33])[F:32])[O:25][N:24]=1.CCN(C(C)C)C(C)C. Given the product [Cl:1][C:2]1[C:10]([C:11]#[N:12])=[CH:9][CH:8]=[C:7]2[C:3]=1[CH:4]=[C:5]([CH2:19][CH2:20][CH3:21])[N:6]2[CH2:13][C:14]1[N:17]=[C:28]([C:27]2[C:23]([CH3:22])=[N:24][O:25][C:26]=2[C:31]([F:34])([F:32])[F:33])[O:16][N:15]=1, predict the reactants needed to synthesize it. (7) Given the product [CH2:1]([C:3]1[C:4]([NH:11][C@H:12]2[C:20]3[C:15](=[CH:16][CH:17]=[CH:18][CH:19]=3)[CH2:14][C@H:13]2[OH:21])=[N:5][C:6]([CH2:9][CH3:10])=[CH:7][N:8]=1)[CH3:2], predict the reactants needed to synthesize it. The reactants are: [CH2:1]([C:3]1[C:4]([NH:11][C@@H:12]2[C:20]3[C:15](=[CH:16][CH:17]=[CH:18][CH:19]=3)[CH2:14][C@@H:13]2[OH:21])=[N:5][C:6]([CH2:9][CH3:10])=[CH:7][N:8]=1)[CH3:2].C1C2C(=CC=CC=2)[C@H](N)[C@@H]1O.